Dataset: Forward reaction prediction with 1.9M reactions from USPTO patents (1976-2016). Task: Predict the product of the given reaction. (1) Given the reactants [CH3:1][C:2]([OH:6])([C:4]#[CH:5])[CH3:3].[CH2:7]([SnH:11]([CH2:16][CH2:17][CH2:18][CH3:19])[CH2:12][CH2:13][CH2:14][CH3:15])[CH2:8][CH2:9][CH3:10], predict the reaction product. The product is: [CH3:1][C:2]([OH:6])(/[CH:4]=[CH:5]/[Sn:11]([CH2:12][CH2:13][CH2:14][CH3:15])([CH2:16][CH2:17][CH2:18][CH3:19])[CH2:7][CH2:8][CH2:9][CH3:10])[CH3:3]. (2) Given the reactants [NH2:1][CH2:2][CH2:3][CH2:4][OH:5].[CH3:6][O:7][C:8]1[CH:15]=[CH:14][CH:13]=[CH:12][C:9]=1[CH2:10]Cl, predict the reaction product. The product is: [CH3:6][O:7][C:8]1[CH:15]=[CH:14][CH:13]=[CH:12][C:9]=1[CH2:10][NH:1][CH2:2][CH2:3][CH2:4][OH:5]. (3) Given the reactants [N+:1]([C:4]1[CH:12]=[CH:11][C:7]([CH:8]=[N:9][OH:10])=[CH:6][CH:5]=1)([O-:3])=[O:2].[CH:13]12CC(C=C1)C=[CH:14]2.[O-]Cl.[Na+], predict the reaction product. The product is: [N+:1]([C:4]1[CH:5]=[CH:6][C:7]([C:8]2[CH:14]=[CH:13][O:10][N:9]=2)=[CH:11][CH:12]=1)([O-:3])=[O:2]. (4) Given the reactants [C:1]([CH2:4][CH2:5][C:6]1[C:7]([CH3:13])=[C:8]([CH:11]=O)[NH:9][CH:10]=1)([OH:3])=[O:2].[CH3:14][O:15][C:16]1[CH:17]=[C:18]2[C:22](=[CH:23][C:24]=1[O:25][CH3:26])[NH:21][C:20](=[O:27])[CH2:19]2.N1CCCCC1, predict the reaction product. The product is: [CH3:14][O:15][C:16]1[CH:17]=[C:18]2[C:22](=[CH:23][C:24]=1[O:25][CH3:26])[NH:21][C:20](=[O:27])[C:19]2=[CH:11][C:8]1[NH:9][CH:10]=[C:6]([CH2:5][CH2:4][C:1]([OH:3])=[O:2])[C:7]=1[CH3:13]. (5) Given the reactants [CH:1]1([NH:6][C:7]2[CH:12]=[CH:11][N:10]3[N:13]=[C:14]([C:28]4[CH:33]=[CH:32][C:31]([O:34][CH3:35])=[CH:30][CH:29]=4)[C:15]([C:16]4[CH:21]=[CH:20][N:19]=[C:18]([NH:22][CH:23]5[CH2:27][CH2:26][CH2:25][CH2:24]5)[N:17]=4)=[C:9]3[CH:8]=2)[CH2:5][CH2:4][CH2:3][CH2:2]1.C([Li])CCC.[C:41]1([S:47][S:47][C:41]2[CH:46]=[CH:45][CH:44]=[CH:43][CH:42]=2)[CH:46]=[CH:45][CH:44]=[CH:43][CH:42]=1, predict the reaction product. The product is: [CH:1]1([NH:6][C:7]2[CH:12]=[C:11]([S:47][C:41]3[CH:46]=[CH:45][CH:44]=[CH:43][CH:42]=3)[N:10]3[N:13]=[C:14]([C:28]4[CH:29]=[CH:30][C:31]([O:34][CH3:35])=[CH:32][CH:33]=4)[C:15]([C:16]4[CH:21]=[CH:20][N:19]=[C:18]([NH:22][CH:23]5[CH2:24][CH2:25][CH2:26][CH2:27]5)[N:17]=4)=[C:9]3[CH:8]=2)[CH2:2][CH2:3][CH2:4][CH2:5]1. (6) Given the reactants Cl[C:2]1[CH:7]=[C:6]([Cl:8])[CH:5]=[C:4]([C:9]2[CH:14]=[C:13]([Cl:15])[CH:12]=[CH:11][C:10]=2[O:16][CH3:17])[N:3]=1.[CH3:18][C:19]1[CH:20]=[CH:21][C:22]([NH2:25])=[CH:23][CH:24]=1.CC(C)([O-])C.[Na+].C1(P(C2C=CC=CC=2)C2C=CC3C(=CC=CC=3)C=2C2C3C(=CC=CC=3)C=CC=2P(C2C=CC=CC=2)C2C=CC=CC=2)C=CC=CC=1, predict the reaction product. The product is: [Cl:8][C:6]1[CH:5]=[C:4]([C:9]2[CH:14]=[C:13]([Cl:15])[CH:12]=[CH:11][C:10]=2[O:16][CH3:17])[N:3]=[C:2]([NH:25][C:22]2[CH:23]=[CH:24][C:19]([CH3:18])=[CH:20][CH:21]=2)[CH:7]=1. (7) Given the reactants [CH3:1][O:2][C:3]1[C:10]([O:11][CH3:12])=[C:9]([O:13][CH3:14])[CH:8]=[CH:7][C:4]=1[CH:5]=O.COC1C=C(C=CC=1OC)C=[N:21][CH2:22][CH:23]([O:26][CH3:27])[O:24][CH3:25], predict the reaction product. The product is: [CH3:1][O:2][C:3]1[C:10]([O:11][CH3:12])=[C:9]([O:13][CH3:14])[CH:8]=[CH:7][C:4]=1[CH:5]=[N:21][CH2:22][CH:23]([O:26][CH3:27])[O:24][CH3:25]. (8) The product is: [Br:1][C:2]1[CH:3]=[C:4]2[C:9](=[CH:10][CH:11]=1)[CH2:8][C:7]1([C:13](=[O:22])[NH:14][C:16](=[O:19])[NH:20]1)[CH2:6][CH2:5]2. Given the reactants [Br:1][C:2]1[CH:3]=[C:4]2[C:9](=[CH:10][CH:11]=1)[CH2:8][C:7](=O)[CH2:6][CH2:5]2.[C-:13]#[N:14].[Na+].[C:16](=[O:19])([O-])[O-].[NH4+:20].[NH4+].[OH2:22], predict the reaction product.